This data is from Forward reaction prediction with 1.9M reactions from USPTO patents (1976-2016). The task is: Predict the product of the given reaction. (1) Given the reactants [Br:1][C:2]1[CH:7]=[CH:6][CH:5]=[CH:4][C:3]=1[CH2:8][C:9](=[O:11])[CH3:10].[CH:12](OC)(OC)[O:13]C.Cl.O1CCOC[CH2:21]1.CCN(C(C)C)C(C)C, predict the reaction product. The product is: [Br:1][C:2]1[CH:7]=[CH:6][CH:5]=[CH:4][C:3]=1[CH2:8][C:9]([O:13][CH3:12])([O:11][CH3:21])[CH3:10]. (2) Given the reactants [CH3:1][O:2][C:3]1[CH:8]=[C:7]([C:9]2[CH:10]=[N:11][C:12]([N:16]3[CH2:21][CH2:20][O:19][CH2:18][CH2:17]3)=[CH:13][C:14]=2[NH2:15])[CH:6]=[CH:5][N:4]=1.Cl[C:23]1[C:32]2[C:27](=[CH:28][C:29]([F:34])=[CH:30][C:31]=2[F:33])[N:26]=[C:25]([C:35]2[CH:40]=[CH:39][CH:38]=[CH:37][N:36]=2)[C:24]=1[CH3:41].C1(P(C2CCCCC2)C2C=CC=CC=2C2C(C(C)C)=CC(C(C)C)=CC=2C(C)C)CCCCC1.CC(C)([O-])C.[Na+], predict the reaction product. The product is: [F:33][C:31]1[CH:30]=[C:29]([F:34])[CH:28]=[C:27]2[C:32]=1[C:23]([NH:15][C:14]1[CH:13]=[C:12]([N:16]3[CH2:21][CH2:20][O:19][CH2:18][CH2:17]3)[N:11]=[CH:10][C:9]=1[C:7]1[CH:6]=[CH:5][N:4]=[C:3]([O:2][CH3:1])[CH:8]=1)=[C:24]([CH3:41])[C:25]([C:35]1[CH:40]=[CH:39][CH:38]=[CH:37][N:36]=1)=[N:26]2.